Dataset: Full USPTO retrosynthesis dataset with 1.9M reactions from patents (1976-2016). Task: Predict the reactants needed to synthesize the given product. (1) Given the product [C:1]([N:5]1[C:10](=[O:11])[C:9]([Cl:12])=[C:8]([O:13][CH2:14][C:15]2[CH:16]=[CH:17][C:18]([O:21][CH:22]([CH2:28][CH3:29])[CH2:23][OH:52])=[CH:19][CH:20]=2)[CH:7]=[N:6]1)([CH3:4])([CH3:2])[CH3:3], predict the reactants needed to synthesize it. The reactants are: [C:1]([N:5]1[C:10](=[O:11])[C:9]([Cl:12])=[C:8]([O:13][CH2:14][C:15]2[CH:20]=[CH:19][C:18]([O:21][CH:22]([CH2:28][CH2:29]O[SiH](C)C)[CH2:23]C(C)(C)C)=[CH:17][CH:16]=2)[CH:7]=[N:6]1)([CH3:4])([CH3:3])[CH3:2].[F-].C([N+](CCCC)(CCCC)CCCC)CCC.[O:52]1CCCC1. (2) Given the product [CH3:16][O:15][CH2:14][CH2:13][O:12][CH2:11][O:10][C@@H:6]1[CH2:7][CH:8]=[CH:9][CH2:1][O:4][CH2:5]1, predict the reactants needed to synthesize it. The reactants are: [CH2:1]([O:4][CH2:5][C@H:6]([O:10][CH2:11][O:12][CH2:13][CH2:14][O:15][CH3:16])[CH2:7][CH:8]=[CH2:9])C=C.